Task: Predict the reactants needed to synthesize the given product.. Dataset: Full USPTO retrosynthesis dataset with 1.9M reactions from patents (1976-2016) (1) Given the product [CH:23]1([NH:29][C:8]([C:7]2[C:2]([OH:1])=[C:3]3[C:15]([CH3:16])=[N:14][N:13]([C:17]4[CH:22]=[CH:21][CH:20]=[CH:19][N:18]=4)[C:4]3=[N:5][CH:6]=2)=[O:10])[CH2:28][CH2:27][CH2:26][CH2:25][CH2:24]1, predict the reactants needed to synthesize it. The reactants are: [OH:1][C:2]1[C:7]([C:8]([O:10]CC)=O)=[CH:6][N:5]=[C:4]2[N:13]([C:17]3[CH:22]=[CH:21][CH:20]=[CH:19][N:18]=3)[N:14]=[C:15]([CH3:16])[C:3]=12.[CH:23]1([NH2:29])[CH2:28][CH2:27][CH2:26][CH2:25][CH2:24]1.O. (2) Given the product [F:31][C:23]1[C:24]([O:29][CH3:30])=[CH:25][C:26]([O:27][CH3:28])=[C:2]([F:1])[C:3]=1[CH2:4][O:5][C:6]1[CH:11]=[N:10][C:9]([NH:12][C:13]2[CH:14]=[CH:15][C:16](=[O:22])[N:17]([CH2:19][CH2:20][N:48]3[CH2:49][CH2:50][N:45]([CH3:44])[CH2:46][CH2:47]3)[CH:18]=2)=[N:8][CH:7]=1, predict the reactants needed to synthesize it. The reactants are: [F:1][C:2]1[C:26]([O:27][CH3:28])=[CH:25][C:24]([O:29][CH3:30])=[C:23]([F:31])[C:3]=1[CH2:4][O:5][C:6]1[CH:7]=[N:8][C:9]([NH:12][C:13]2[CH:14]=[CH:15][C:16](=[O:22])[N:17]([CH2:19][CH2:20]O)[CH:18]=2)=[N:10][CH:11]=1.C(N(CC)CC)C.CS(Cl)(=O)=O.[CH3:44][N:45]1[CH2:50][CH2:49][NH:48][CH2:47][CH2:46]1. (3) Given the product [Si:1]([O:9][C@H:10]1[CH2:11][CH2:12][C@H:13]([N:16]2[C:17](=[O:26])[C:18]3=[CH:25][CH:24]=[CH:23][CH:22]=[C:19]3[C:20]2=[O:21])[CH2:14][CH2:15]1)([C:4]([CH3:7])([CH3:6])[CH3:5])([CH3:3])[CH3:2], predict the reactants needed to synthesize it. The reactants are: [Si:1](Cl)([C:4]([CH3:7])([CH3:6])[CH3:5])([CH3:3])[CH3:2].[OH:9][C@H:10]1[CH2:15][CH2:14][C@H:13]([N:16]2[C:20](=[O:21])[C:19]3=[CH:22][CH:23]=[CH:24][CH:25]=[C:18]3[C:17]2=[O:26])[CH2:12][CH2:11]1.N1C=CN=C1. (4) Given the product [Cl:1][C:2]1[CH:10]=[C:9]2[C:5]([CH:6]=[N:7][N:8]2[S:20]([C:14]2[CH:19]=[CH:18][CH:17]=[CH:16][CH:15]=2)(=[O:22])=[O:21])=[C:4]([I:11])[CH:3]=1, predict the reactants needed to synthesize it. The reactants are: [Cl:1][C:2]1[CH:10]=[C:9]2[C:5]([CH:6]=[N:7][NH:8]2)=[C:4]([I:11])[CH:3]=1.[OH-].[Na+].[C:14]1([S:20](Cl)(=[O:22])=[O:21])[CH:19]=[CH:18][CH:17]=[CH:16][CH:15]=1. (5) Given the product [F:14][C:15]1[CH:21]=[C:20]([I:22])[CH:19]=[CH:18][C:16]=1[NH:17][C:2](=[S:3])[NH:1][C:4]1[CH:5]=[C:6]([S:10]([NH2:13])(=[O:11])=[O:12])[CH:7]=[CH:8][CH:9]=1, predict the reactants needed to synthesize it. The reactants are: [N:1]([C:4]1[CH:5]=[C:6]([S:10]([NH2:13])(=[O:12])=[O:11])[CH:7]=[CH:8][CH:9]=1)=[C:2]=[S:3].[F:14][C:15]1[CH:21]=[C:20]([I:22])[CH:19]=[CH:18][C:16]=1[NH2:17]. (6) Given the product [CH2:1]([NH:9][C:10]1[C:11]2[CH:18]=[C:17]([C:19]([OH:21])=[O:20])[S:16][C:12]=2[N:13]=[CH:14][N:15]=1)[CH2:2][C:3]1[CH:8]=[CH:7][CH:6]=[CH:5][CH:4]=1, predict the reactants needed to synthesize it. The reactants are: [CH2:1]([NH:9][C:10]1[C:11]2[CH:18]=[C:17]([C:19]([O:21]CC)=[O:20])[S:16][C:12]=2[N:13]=[CH:14][N:15]=1)[CH2:2][C:3]1[CH:8]=[CH:7][CH:6]=[CH:5][CH:4]=1.[OH-].[Li+].Cl. (7) Given the product [CH2:16]([C:11]1[CH:10]=[CH:9][C:8]([F:7])=[CH:13][C:12]=1[NH2:14])[CH3:17], predict the reactants needed to synthesize it. The reactants are: C([O-])([O-])=O.[Cs+].[Cs+].[F:7][C:8]1[CH:9]=[CH:10][C:11](I)=[C:12]([NH2:14])[CH:13]=1.[CH2:16](B(CC)CC)[CH3:17]. (8) Given the product [CH2:11]([C:12]1[NH:8][C:1]2[CH:6]=[CH:5][CH:4]=[CH:3][C:2]=2[N:7]=1)[CH2:10][C:9]1[NH:8][C:1]2[CH:6]=[CH:5][CH:4]=[CH:3][C:2]=2[N:7]=1, predict the reactants needed to synthesize it. The reactants are: [C:1]1([NH2:8])[CH:6]=[CH:5][CH:4]=[CH:3][C:2]=1[NH2:7].[C:9](O)(=O)[CH2:10][CH2:11][C:12](O)=O.